Task: Predict the product of the given reaction.. Dataset: Forward reaction prediction with 1.9M reactions from USPTO patents (1976-2016) The product is: [Br:25][C:26]1[CH:33]=[CH:32][CH:31]=[CH:30][C:27]=1[C@@H:28]([OH:29])[CH:7]=[CH:2][CH2:3][CH2:4][CH2:5][CH3:6]. Given the reactants B([CH:2]1[CH2:7][CH2:6][CH2:5][CH2:4][CH2:3]1)[CH:2]1[CH2:7][CH2:6][CH2:5][CH2:4][CH2:3]1.C#CCCCC.[Zn](CC)CC.[Br:25][C:26]1[CH:33]=[CH:32][CH:31]=[CH:30][C:27]=1[CH:28]=[O:29], predict the reaction product.